From a dataset of Forward reaction prediction with 1.9M reactions from USPTO patents (1976-2016). Predict the product of the given reaction. (1) The product is: [C:42]([O:41][C:39]([N:32]1[C:28]2=[N:29][CH:30]=[CH:31][C:26]([CH2:24][NH:15][C@H:16]([C:20]([CH3:23])([CH3:22])[CH3:21])[C:17]([OH:19])=[O:18])=[C:27]2[C:34]([C:35]([O:37][CH3:38])=[O:36])=[CH:33]1)=[O:40])([CH3:45])([CH3:44])[CH3:43]. Given the reactants C(O[BH-](OC(=O)C)OC(=O)C)(=O)C.[Na+].[NH2:15][C@H:16]([C:20]([CH3:23])([CH3:22])[CH3:21])[C:17]([OH:19])=[O:18].[CH:24]([C:26]1[CH:31]=[CH:30][N:29]=[C:28]2[N:32]([C:39]([O:41][C:42]([CH3:45])([CH3:44])[CH3:43])=[O:40])[CH:33]=[C:34]([C:35]([O:37][CH3:38])=[O:36])[C:27]=12)=O, predict the reaction product. (2) The product is: [CH3:1][S:2][C:3]1[N:8]=[C:7]([N:9]2[C:17]3[C:12](=[CH:13][CH:14]=[C:15]([NH:18][C:21](=[O:22])[CH3:20])[CH:16]=3)[CH:11]=[N:10]2)[CH:6]=[CH:5][N:4]=1. Given the reactants [CH3:1][S:2][C:3]1[N:8]=[C:7]([N:9]2[C:17]3[C:12](=[CH:13][CH:14]=[C:15]([NH2:18])[CH:16]=3)[CH:11]=[N:10]2)[CH:6]=[CH:5][N:4]=1.C1C[O:22][CH2:21][CH2:20]1, predict the reaction product. (3) Given the reactants B(Br)(Br)Br.[CH3:5][C:6]1[CH:7]=[C:8]([S:25]([OH:28])(=[O:27])=[O:26])[CH:9]=[C:10]([CH3:24])[C:11]=1[CH2:12][C:13]1[CH:18]=[CH:17][C:16]([O:19]C)=[C:15]([CH:21]([CH3:23])[CH3:22])[CH:14]=1, predict the reaction product. The product is: [CH3:5][C:6]1[CH:7]=[C:8]([S:25]([OH:28])(=[O:27])=[O:26])[CH:9]=[C:10]([CH3:24])[C:11]=1[CH2:12][C:13]1[CH:18]=[CH:17][C:16]([OH:19])=[C:15]([CH:21]([CH3:23])[CH3:22])[CH:14]=1.